From a dataset of Full USPTO retrosynthesis dataset with 1.9M reactions from patents (1976-2016). Predict the reactants needed to synthesize the given product. (1) Given the product [CH2:19]([N:7]1[CH:6]=[C:5]([C:3]([O:2][CH3:1])=[O:4])[C:14]2[C:9](=[CH:10][C:11]([O:16][CH3:17])=[C:12]([B:24]([OH:25])[OH:23])[CH:13]=2)[C:8]1=[O:18])[CH3:20], predict the reactants needed to synthesize it. The reactants are: [CH3:1][O:2][C:3]([C:5]1[C:14]2[C:9](=[CH:10][C:11]([O:16][CH3:17])=[C:12](Br)[CH:13]=2)[C:8](=[O:18])[N:7]([CH2:19][CH3:20])[CH:6]=1)=[O:4].CC1(C)C(C)(C)[O:25][B:24](B2OC(C)(C)C(C)(C)O2)[O:23]1.C([O-])(=O)C.[K+]. (2) The reactants are: [C:1]([O:5][C:6]([N:8]1[CH2:13][CH2:12][CH:11]([C:14]2[CH:22]=[CH:21][C:17]([C:18](O)=[O:19])=[CH:16][CH:15]=2)[CH2:10][CH2:9]1)=[O:7])([CH3:4])([CH3:3])[CH3:2].Cl.[Cl:24][C:25]1[CH:26]=[C:27]2[C:32](=[CH:33][CH:34]=1)[CH:31]=[C:30]([S:35]([N:38]1[CH2:43][CH2:42][NH:41][CH2:40][CH2:39]1)(=[O:37])=[O:36])[CH:29]=[CH:28]2. Given the product [C:1]([O:5][C:6]([N:8]1[CH2:13][CH2:12][CH:11]([C:14]2[CH:22]=[CH:21][C:17]([C:18]([N:41]3[CH2:40][CH2:39][N:38]([S:35]([C:30]4[CH:29]=[CH:28][C:27]5[C:32](=[CH:33][CH:34]=[C:25]([Cl:24])[CH:26]=5)[CH:31]=4)(=[O:37])=[O:36])[CH2:43][CH2:42]3)=[O:19])=[CH:16][CH:15]=2)[CH2:10][CH2:9]1)=[O:7])([CH3:2])([CH3:4])[CH3:3], predict the reactants needed to synthesize it. (3) Given the product [CH3:15][O:14][C:10]([NH:11][N:12]=[C:7]([CH3:9])[CH:2]([CH3:16])[C:3]([O:5][CH3:6])=[O:4])=[O:13], predict the reactants needed to synthesize it. The reactants are: Cl[CH:2]([C:7]([CH3:9])=O)[C:3]([O:5][CH3:6])=[O:4].[C:10]([O:14][CH3:15])(=[O:13])[NH:11][NH2:12].[CH3:16]COCC. (4) Given the product [Cl:1][C:2]1[N:10]=[C:9]2[C:5]([N:6]=[C:7]([CH:31]=[O:32])[N:8]2[CH3:11])=[C:4]([N:12]2[CH2:17][CH2:16][O:15][CH2:14][CH2:13]2)[N:3]=1, predict the reactants needed to synthesize it. The reactants are: [Cl:1][C:2]1[N:10]=[C:9]2[C:5]([N:6]=[CH:7][N:8]2[CH3:11])=[C:4]([N:12]2[CH2:17][CH2:16][O:15][CH2:14][CH2:13]2)[N:3]=1.[Li+].C[Si]([N-][Si](C)(C)C)(C)C.CN([CH:31]=[O:32])C.